From a dataset of Full USPTO retrosynthesis dataset with 1.9M reactions from patents (1976-2016). Predict the reactants needed to synthesize the given product. (1) Given the product [F:4][C:5]1[C:6]([NH:18][CH2:19][CH:20]2[CH2:24][CH2:23][CH2:22][NH:21]2)=[N:7][C:8]([NH:11][C:12]2[CH:13]=[CH:14][CH:15]=[CH:16][CH:17]=2)=[N:9][CH:10]=1, predict the reactants needed to synthesize it. The reactants are: Cl.CO.[F:4][C:5]1[C:6]([NH:18][CH2:19][CH:20]2[CH2:24][CH2:23][CH2:22][N:21]2C(OC(C)(C)C)=O)=[N:7][C:8]([NH:11][C:12]2[CH:17]=[CH:16][CH:15]=[CH:14][CH:13]=2)=[N:9][CH:10]=1. (2) Given the product [CH3:22][O:23][N:24]=[C:3]([CH2:4][C:5]1[C:10]([Cl:11])=[CH:9][C:8]([Cl:12])=[CH:7][C:6]=1[Cl:13])[CH2:2][OH:1], predict the reactants needed to synthesize it. The reactants are: [OH:1][CH2:2][C:3](=O)[CH2:4][C:5]1[C:10]([Cl:11])=[CH:9][C:8]([Cl:12])=[CH:7][C:6]=1[Cl:13].N1C=CC=CC=1.Cl.[CH3:22][O:23][NH2:24]. (3) Given the product [C:1]([C:5]1[CH:17]=[CH:16][C:15]2[C:14]3[C:9](=[CH:10][C:11]([C:18]([CH3:21])([CH3:20])[CH3:19])=[CH:12][CH:13]=3)[CH2:8][C:7]=2[C:6]=1[CH:42]([C:43]1[CH:48]=[CH:47][CH:46]=[CH:45][CH:44]=1)[C:49]1[CH:54]=[CH:53][CH:52]=[CH:51][CH:50]=1)([CH3:4])([CH3:3])[CH3:2], predict the reactants needed to synthesize it. The reactants are: [C:1]([C:5]1[CH:17]=[CH:16][C:15]2[C:14]3[C:9](=[CH:10][C:11]([C:18]([CH3:21])([CH3:20])[CH3:19])=[CH:12][CH:13]=3)[CH2:8][C:7]=2[CH:6]=1)([CH3:4])([CH3:3])[CH3:2].C([Li])CCC.CCCCCC.C(C1C=C(C)C(=[C:42]([C:49]2[CH:54]=[CH:53][CH:52]=[CH:51][CH:50]=2)[C:43]2[CH:48]=[CH:47][CH:46]=[CH:45][CH:44]=2)C=1)(C)(C)C.Cl. (4) Given the product [CH2:1]([O:3][CH2:4][CH2:5][N:6]1[C:14]2[C:9](=[CH:10][CH:11]=[CH:12][CH:13]=2)[C:8]([CH:15]2[CH2:16][CH2:17][N:18]([CH2:35][CH2:34][O:33][C:24]3[CH:25]=[CH:31][C:32]([C:36]([OH:37])=[O:39])=[CH:22][CH:23]=3)[CH2:19][CH2:20]2)=[CH:7]1)[CH3:2], predict the reactants needed to synthesize it. The reactants are: [CH2:1]([O:3][CH2:4][CH2:5][N:6]1[C:14]2[C:9](=[CH:10][CH:11]=[CH:12][CH:13]=2)[C:8]([CH:15]2[CH2:20][CH2:19][NH:18][CH2:17][CH2:16]2)=[CH:7]1)[CH3:2].Cl[C:22]1[CH:32]=[CH:31][C:25](C(OCC)=O)=[C:24]([O:33][CH2:34][CH3:35])[CH:23]=1.[C:36](=[O:39])([O-])[O-:37].[K+].[K+].[OH-].[Na+].S(=O)(=O)(O)O. (5) Given the product [CH2:9]([C:6]1[CH:7]=[CH:8][C:3](=[O:2])[NH:4][CH:5]=1)[CH3:10], predict the reactants needed to synthesize it. The reactants are: C[O:2][C:3]1[CH:8]=[CH:7][C:6]([CH:9]=[CH2:10])=[CH:5][N:4]=1.[Na+].[I-]. (6) Given the product [C:4]([O:3][C:1]([N:8]1[CH2:15][C@H:14]([OH:16])[CH2:13][C@H:9]1[C:10]([N:25]1[CH2:26][CH2:27][CH2:28][N:22]([CH:18]2[CH2:19][CH2:20][CH2:21]2)[CH2:23][CH2:24]1)=[O:12])=[O:2])([CH3:5])([CH3:6])[CH3:7], predict the reactants needed to synthesize it. The reactants are: [C:1]([N:8]1[CH2:15][C@H:14]([OH:16])[CH2:13][C@H:9]1[C:10]([OH:12])=O)([O:3][C:4]([CH3:7])([CH3:6])[CH3:5])=[O:2].Cl.[CH:18]1([N:22]2[CH2:28][CH2:27][CH2:26][NH:25][CH2:24][CH2:23]2)[CH2:21][CH2:20][CH2:19]1.C(Cl)CCl.C1C=CC2N(O)N=NC=2C=1.CCN(CC)CC. (7) The reactants are: [O:1]1[C:6]2=[CH:7][CH:8]=[CH:9][C:10]3[C:11]([C:13]([OH:15])=O)=[CH:12][N:4]([C:5]=32)[CH2:3][CH2:2]1.[ClH:16].FC(F)(F)C([NH:21][CH2:22][C:23]1[CH:28]=[CH:27][C:26]([F:29])=[C:25]([CH:30]2[CH2:35][CH2:34][NH:33][CH2:32][CH2:31]2)[CH:24]=1)=O. Given the product [ClH:16].[NH2:21][CH2:22][C:23]1[CH:28]=[CH:27][C:26]([F:29])=[C:25]([CH:30]2[CH2:35][CH2:34][N:33]([C:13]([C:11]3[C:10]4[CH:9]=[CH:8][CH:7]=[C:6]5[C:5]=4[N:4]([CH2:3][CH2:2][O:1]5)[CH:12]=3)=[O:15])[CH2:32][CH2:31]2)[CH:24]=1, predict the reactants needed to synthesize it.